Task: Predict which catalyst facilitates the given reaction.. Dataset: Catalyst prediction with 721,799 reactions and 888 catalyst types from USPTO (1) Reactant: [NH:1]1[C:9]2[C:4](=[CH:5][CH:6]=[CH:7][C:8]=2[C:10]([OH:12])=O)[CH:3]=[CH:2]1.CN(C(ON1N=NC2C=CC=CC1=2)=[N+](C)C)C.[B-](F)(F)(F)F.C(N(CC)C(C)C)(C)C.[C:44]([C:48]1[CH:63]=[CH:62][C:51]([CH2:52][NH:53][CH2:54][CH2:55][CH:56]2[CH2:61][CH2:60][S:59][CH2:58][CH2:57]2)=[CH:50][CH:49]=1)([CH3:47])([CH3:46])[CH3:45]. Product: [C:44]([C:48]1[CH:63]=[CH:62][C:51]([CH2:52][N:53]([CH2:54][CH2:55][CH:56]2[CH2:61][CH2:60][S:59][CH2:58][CH2:57]2)[C:10]([C:8]2[CH:7]=[CH:6][CH:5]=[C:4]3[C:9]=2[NH:1][CH:2]=[CH:3]3)=[O:12])=[CH:50][CH:49]=1)([CH3:47])([CH3:45])[CH3:46]. The catalyst class is: 18. (2) Reactant: [CH2:1]([O:3][C:4]([C:6]1[C:14]2[C:9](=[CH:10][CH:11]=[CH:12][CH:13]=2)[N:8]([CH2:15][C:16]([O:18]C(C)(C)C)=[O:17])[CH:7]=1)=[O:5])[CH3:2].C(O)(C(F)(F)F)=O.O. Product: [CH2:1]([O:3][C:4]([C:6]1[C:14]2[C:9](=[CH:10][CH:11]=[CH:12][CH:13]=2)[N:8]([CH2:15][C:16]([OH:18])=[O:17])[CH:7]=1)=[O:5])[CH3:2]. The catalyst class is: 2. (3) Reactant: Br[C:2]1[N:3]=[C:4]([C:8]2[CH:13]=[CH:12][CH:11]=[CH:10][CH:9]=2)[NH:5][C:6]=1[Br:7].[CH3:14][O:15][C:16]1[CH:21]=[C:20](B(O)O)[CH:19]=[CH:18][N:17]=1.C(=O)([O-])[O-].[K+].[K+].COCCOC. Product: [C:8]1([C:4]2[NH:3][C:2]([C:20]3[CH:19]=[CH:18][N:17]=[C:16]([O:15][CH3:14])[CH:21]=3)=[C:6]([Br:7])[N:5]=2)[CH:13]=[CH:12][CH:11]=[CH:10][CH:9]=1. The catalyst class is: 189. (4) Reactant: [C:1]([O:5][C:6]([NH:8][CH2:9][CH2:10][CH:11]([O:13][C:14]1[C:19]([NH:20][C:21]2[C:22]3[C:29]([CH3:30])=[C:28]([C:31]([O:33]C)=[O:32])[S:27][C:23]=3[N:24]=[CH:25][N:26]=2)=[CH:18][CH:17]=[CH:16][N:15]=1)[CH3:12])=[O:7])([CH3:4])([CH3:3])[CH3:2].[OH-].[Na+].Cl. Product: [C:1]([O:5][C:6]([NH:8][CH2:9][CH2:10][CH:11]([O:13][C:14]1[C:19]([NH:20][C:21]2[C:22]3[C:29]([CH3:30])=[C:28]([C:31]([OH:33])=[O:32])[S:27][C:23]=3[N:24]=[CH:25][N:26]=2)=[CH:18][CH:17]=[CH:16][N:15]=1)[CH3:12])=[O:7])([CH3:2])([CH3:3])[CH3:4]. The catalyst class is: 5. (5) Reactant: [NH2:1][CH2:2][CH2:3][CH2:4][O:5][C:6]1[CH:7]=[CH:8][C:9]2[C:10]3[N:19]([NH:20][CH:21]([CH3:23])[CH3:22])[C:18]([CH2:24][O:25][CH2:26][CH3:27])=[N:17][C:11]=3[C:12]([NH2:16])=[N:13][C:14]=2[CH:15]=1.C(N(CC)CC)C.[CH3:35][S:36](Cl)(=[O:38])=[O:37]. Product: [NH2:16][C:12]1[C:11]2[N:17]=[C:18]([CH2:24][O:25][CH2:26][CH3:27])[N:19]([NH:20][CH:21]([CH3:22])[CH3:23])[C:10]=2[C:9]2[CH:8]=[CH:7][C:6]([O:5][CH2:4][CH2:3][CH2:2][NH:1][S:36]([CH3:35])(=[O:38])=[O:37])=[CH:15][C:14]=2[N:13]=1. The catalyst class is: 366. (6) Reactant: [CH3:1][S:2]([O:5][C:6]1[CH:7]=[C:8]([C:14]2[CH:19]=[CH:18][CH:17]=[C:16]([C:20]3([C:28]4[CH:33]=[CH:32][N:31]=[CH:30][CH:29]=4)[C:24](=[O:25])[N:23]([CH3:26])[C:22](=S)[NH:21]3)[CH:15]=2)[CH:9]=[C:10]([O:12][CH3:13])[CH:11]=1)(=[O:4])=[O:3].CO.[OH-].[NH4+:37].C(OO)(C)(C)C. Product: [CH3:1][S:2]([O:5][C:6]1[CH:7]=[C:8]([C:14]2[CH:19]=[CH:18][CH:17]=[C:16]([C:20]3([C:28]4[CH:29]=[CH:30][N:31]=[CH:32][CH:33]=4)[C:24](=[O:25])[N:23]([CH3:26])[C:22]([NH2:37])=[N:21]3)[CH:15]=2)[CH:9]=[C:10]([O:12][CH3:13])[CH:11]=1)(=[O:4])=[O:3]. The catalyst class is: 6. (7) Reactant: [H-].[Na+].[CH3:3][S:4]([NH2:7])(=[O:6])=[O:5].[C:8]([NH:12][C:13]([C:15]1[CH:20]=[CH:19][C:18]([C:21]2[CH:26]=[CH:25][CH:24]=[C:23]([CH:27]3[C:36]([CH3:38])([CH3:37])[CH2:35][C:34]4[C:29](=[CH:30][CH:31]=[C:32]([C:39](O)=[O:40])[CH:33]=4)[NH:28]3)[CH:22]=2)=[CH:17][CH:16]=1)=[O:14])([CH3:11])([CH3:10])[CH3:9].C(N1C=CN=C1)(N1C=CN=C1)=O. Product: [C:8]([NH:12][C:13]([C:15]1[CH:16]=[CH:17][C:18]([C:21]2[CH:26]=[CH:25][CH:24]=[C:23]([CH:27]3[C:36]([CH3:38])([CH3:37])[CH2:35][C:34]4[C:29](=[CH:30][CH:31]=[C:32]([C:39]([NH:7][S:4]([CH3:3])(=[O:6])=[O:5])=[O:40])[CH:33]=4)[NH:28]3)[CH:22]=2)=[CH:19][CH:20]=1)=[O:14])([CH3:11])([CH3:9])[CH3:10]. The catalyst class is: 9. (8) Reactant: [CH3:1][C:2]1([CH3:14])[O:6][B:5]([C:7]2[CH:8]=[N:9][NH:10][CH:11]=2)[O:4][C:3]1([CH3:13])[CH3:12].C(=O)([O-])[O-].[Cs+].[Cs+].Cl[S:22]([CH:25]1[CH2:29][CH2:28][N:27]([C:30]([O:32][C:33]([CH3:36])([CH3:35])[CH3:34])=[O:31])[CH2:26]1)(=[O:24])=[O:23]. Product: [CH3:1][C:2]1([CH3:14])[O:6][B:5]([C:7]2[CH:8]=[N:9][N:10]([S:22]([CH:25]3[CH2:29][CH2:28][N:27]([C:30]([O:32][C:33]([CH3:36])([CH3:35])[CH3:34])=[O:31])[CH2:26]3)(=[O:23])=[O:24])[CH:11]=2)[O:4][C:3]1([CH3:13])[CH3:12]. The catalyst class is: 10.